From a dataset of Forward reaction prediction with 1.9M reactions from USPTO patents (1976-2016). Predict the product of the given reaction. (1) Given the reactants [N+:1]([C:4]1[CH:29]=[CH:28][C:7]([CH2:8][C:9]([CH2:18][C:19]2[CH:24]=[CH:23][C:22]([N+:25]([O-:27])=[O:26])=[CH:21][CH:20]=2)([C:14]([O:16][CH3:17])=[O:15])[C:10]([O:12][CH3:13])=[O:11])=[CH:6][CH:5]=1)([O-:3])=[O:2].[Cl:30][CH2:31][CH2:32][CH2:33][CH2:34][CH2:35]CO, predict the reaction product. The product is: [Cl:30][CH2:31][CH2:32][CH2:33][CH2:34][CH2:35][CH2:17][O:16][C:14](=[O:15])[C:9]([CH2:18][C:19]1[CH:20]=[CH:21][C:22]([N+:25]([O-:27])=[O:26])=[CH:23][CH:24]=1)([CH2:8][C:7]1[CH:6]=[CH:5][C:4]([N+:1]([O-:3])=[O:2])=[CH:29][CH:28]=1)[C:10]([O:12][CH2:13][CH2:35][CH2:34][CH2:33][CH2:32][CH2:31][Cl:30])=[O:11]. (2) Given the reactants [CH3:1][N:2]1[C@@H:12]2[CH2:13][C:14]3[CH:19]=[CH:18][C:17]([OH:20])=[C:16]4[O:21][C@H:6]5[C:7]([CH2:9][CH2:10][C@:11]2([O:22][CH3:23])[C@:5]5([C:15]=34)[CH2:4][CH2:3]1)=[O:8].[CH2:24]([I:27])[CH:25]=[CH2:26], predict the reaction product. The product is: [I-:27].[CH2:24]([N@+:2]1([CH3:1])[CH2:3][CH2:4][C@:5]23[C:15]4[C:16]5[O:21][C@H:6]2[C:7](=[O:8])[CH2:9][CH2:10][C@@:11]3([O:22][CH3:23])[C@H:12]1[CH2:13][C:14]=4[CH:19]=[CH:18][C:17]=5[OH:20])[CH:25]=[CH2:26]. (3) Given the reactants [C:1]1([C@H:7]([NH:9][C:10]([C:12]2[CH:17]=[CH:16][C:15]([CH3:18])=[C:14](Br)[CH:13]=2)=[O:11])[CH3:8])[CH:6]=[CH:5][CH:4]=[CH:3][CH:2]=1.[CH3:20][O:21][C:22]1[CH:27]=[CH:26][C:25](B(O)O)=[CH:24][CH:23]=1.C1(C)C=CC=CC=1, predict the reaction product. The product is: [C:1]1([C@H:7]([NH:9][C:10]([C:12]2[CH:17]=[CH:16][C:15]([CH3:18])=[C:14]([C:25]3[CH:26]=[CH:27][C:22]([O:21][CH3:20])=[CH:23][CH:24]=3)[CH:13]=2)=[O:11])[CH3:8])[CH:6]=[CH:5][CH:4]=[CH:3][CH:2]=1. (4) Given the reactants [CH2:1]([CH2:11]/[C:12](/[CH3:21])=[CH:13]/[CH2:14][CH2:15]/[C:16](/[CH3:20])=[CH:17]/[CH2:18][OH:19])/[CH:2]=[C:3](/[CH2:5][CH2:6][CH:7]=[C:8]([CH3:10])[CH3:9])\[CH3:4].[C:22](N1C=CN=C1)(N1C=CN=C1)=[O:23].[CH3:34][N:35]1[CH2:40][CH2:39][NH:38][CH2:37][CH2:36]1, predict the reaction product. The product is: [CH3:34][N:35]1[CH2:40][CH2:39][N:38]([C:22]([O:19][CH2:18][CH:17]=[C:16]([CH3:20])[CH2:15][CH2:14][CH:13]=[C:12]([CH3:21])[CH2:11][CH2:1][CH:2]=[C:3]([CH3:4])[CH2:5][CH2:6][CH:7]=[C:8]([CH3:10])[CH3:9])=[O:23])[CH2:37][CH2:36]1. (5) Given the reactants [NH2:1][CH:2]([CH2:5][OH:6])[CH2:3][OH:4].[Br:7][C:8]1[S:12][C:11]([S:13](Cl)(=[O:15])=[O:14])=[CH:10][CH:9]=1.C(N(CC)CC)C, predict the reaction product. The product is: [OH:4][CH2:3][CH:2]([NH:1][S:13]([C:11]1[S:12][C:8]([Br:7])=[CH:9][CH:10]=1)(=[O:15])=[O:14])[CH2:5][OH:6]. (6) Given the reactants C([Si]([C:8]#[C:9][C:10]1[C:15]([CH2:16][C:17]([O:19][CH2:20][CH3:21])=[O:18])=[CH:14][N:13]=[CH:12][N:11]=1)(CC)CC)C.C(O)(=O)C.CCCC[N+](CCCC)(CCCC)CCCC.[F-].C([O-])(O)=O.[Na+], predict the reaction product. The product is: [C:9]([C:10]1[C:15]([CH2:16][C:17]([O:19][CH2:20][CH3:21])=[O:18])=[CH:14][N:13]=[CH:12][N:11]=1)#[CH:8]. (7) Given the reactants [CH:1]1([CH2:5][O:6][C:7]2[CH:15]=[CH:14][C:10]3[O:11][CH2:12][O:13][C:9]=3[C:8]=2[C:16]2[C:17]3[NH:24][CH:23]=[C:22]([C:25](O)=[O:26])[C:18]=3[N:19]=[CH:20][N:21]=2)[CH2:4][CH2:3][CH2:2]1.C(OC(=O)[NH:34][C@H:35]1[CH2:40][CH2:39][C@H:38]([C:41](=[O:46])[NH:42][CH:43]2[CH2:45][CH2:44]2)[CH2:37][CH2:36]1)(C)(C)C, predict the reaction product. The product is: [CH:43]1([NH:42][C:41]([C@H:38]2[CH2:39][CH2:40][C@H:35]([NH:34][C:25]([C:22]3[C:18]4[N:19]=[CH:20][N:21]=[C:16]([C:8]5[C:9]6[O:13][CH2:12][O:11][C:10]=6[CH:14]=[CH:15][C:7]=5[O:6][CH2:5][CH:1]5[CH2:2][CH2:3][CH2:4]5)[C:17]=4[NH:24][CH:23]=3)=[O:26])[CH2:36][CH2:37]2)=[O:46])[CH2:45][CH2:44]1. (8) Given the reactants [OH:1][CH2:2][CH2:3][CH2:4][CH2:5][C:6]1[CH:16]=[CH:15][C:9]([C:10]([O:12][CH2:13][CH3:14])=[O:11])=[CH:8][CH:7]=1.[CH3:43][O:42][C:39]1C=C2[C:36](C([C:36]3[CH:41]=[CH:40][C:39]([O:42][CH3:43])=CC=3)=NN=C2NC2CCNCC2)=[CH:41][CH:40]=1.O.C1(C)C=CC(S(O)(=O)=O)=CC=1.C(=O)([O-])O.[Na+], predict the reaction product. The product is: [O:42]1[CH2:39][CH2:40][CH2:41][CH2:36][CH:43]1[O:1][CH2:2][CH2:3][CH2:4][CH2:5][C:6]1[CH:16]=[CH:15][C:9]([C:10]([O:12][CH2:13][CH3:14])=[O:11])=[CH:8][CH:7]=1. (9) The product is: [CH:2]([C:3]1[S:7][C:6]([C:8]2[CH:9]=[C:10]3[C:14](=[C:15]([C:17]([NH2:19])=[O:18])[CH:16]=2)[NH:13][CH:12]=[C:11]3[CH:20]2[CH2:25][CH2:24][N:23]([S:26]([CH2:29][CH2:30][CH2:31][N:32]3[CH2:37][CH2:36][O:35][CH2:34][CH2:33]3)(=[O:27])=[O:28])[CH2:22][CH2:21]2)=[CH:5][CH:4]=1)=[O:1]. Given the reactants [OH:1][CH2:2][C:3]1[S:7][C:6]([C:8]2[CH:9]=[C:10]3[C:14](=[C:15]([C:17]([NH2:19])=[O:18])[CH:16]=2)[NH:13][CH:12]=[C:11]3[CH:20]2[CH2:25][CH2:24][N:23]([S:26]([CH2:29][CH2:30][CH2:31][N:32]3[CH2:37][CH2:36][O:35][CH2:34][CH2:33]3)(=[O:28])=[O:27])[CH2:22][CH2:21]2)=[CH:5][CH:4]=1, predict the reaction product.